Dataset: Peptide-MHC class II binding affinity with 134,281 pairs from IEDB. Task: Regression. Given a peptide amino acid sequence and an MHC pseudo amino acid sequence, predict their binding affinity value. This is MHC class II binding data. (1) The peptide sequence is AYVYFASDASTYTTG. The MHC is DRB1_1602 with pseudo-sequence DRB1_1602. The binding affinity (normalized) is 0.776. (2) The peptide sequence is AYKTAEGATPEAKYD. The MHC is HLA-DQA10102-DQB10602 with pseudo-sequence HLA-DQA10102-DQB10602. The binding affinity (normalized) is 0.400. (3) The peptide sequence is RPGLLIGFGLRTLWS. The MHC is HLA-DQA10201-DQB10402 with pseudo-sequence HLA-DQA10201-DQB10402. The binding affinity (normalized) is 0.936. (4) The peptide sequence is YDKFLANVSVVLTGK. The MHC is DRB1_0802 with pseudo-sequence DRB1_0802. The binding affinity (normalized) is 0.554. (5) The peptide sequence is NSADTISSYFVGKMYFNL. The MHC is DRB1_1301 with pseudo-sequence DRB1_1301. The binding affinity (normalized) is 0. (6) The peptide sequence is HGVAKNPVVDGNPTV. The MHC is HLA-DQA10501-DQB10303 with pseudo-sequence HLA-DQA10501-DQB10303. The binding affinity (normalized) is 0.328. (7) The binding affinity (normalized) is 0.154. The peptide sequence is AYVLLSEKKISSIQS. The MHC is DRB1_0405 with pseudo-sequence DRB1_0405. (8) The peptide sequence is AETAVNTLFEKLEPM. The MHC is HLA-DPA10103-DPB10401 with pseudo-sequence HLA-DPA10103-DPB10401. The binding affinity (normalized) is 0.770.